This data is from NCI-60 drug combinations with 297,098 pairs across 59 cell lines. The task is: Regression. Given two drug SMILES strings and cell line genomic features, predict the synergy score measuring deviation from expected non-interaction effect. (1) Drug 1: C1=C(C(=O)NC(=O)N1)N(CCCl)CCCl. Drug 2: CC(C)NC(=O)C1=CC=C(C=C1)CNNC.Cl. Cell line: SN12C. Synergy scores: CSS=40.8, Synergy_ZIP=0.708, Synergy_Bliss=1.11, Synergy_Loewe=-4.83, Synergy_HSA=2.41. (2) Drug 1: CC1=CC2C(CCC3(C2CCC3(C(=O)C)OC(=O)C)C)C4(C1=CC(=O)CC4)C. Drug 2: CC1C(C(CC(O1)OC2CC(OC(C2O)C)OC3=CC4=CC5=C(C(=O)C(C(C5)C(C(=O)C(C(C)O)O)OC)OC6CC(C(C(O6)C)O)OC7CC(C(C(O7)C)O)OC8CC(C(C(O8)C)O)(C)O)C(=C4C(=C3C)O)O)O)O. Cell line: SNB-75. Synergy scores: CSS=-0.665, Synergy_ZIP=3.03, Synergy_Bliss=2.60, Synergy_Loewe=-1.86, Synergy_HSA=-2.78. (3) Drug 2: CCC1=CC2CC(C3=C(CN(C2)C1)C4=CC=CC=C4N3)(C5=C(C=C6C(=C5)C78CCN9C7C(C=CC9)(C(C(C8N6C)(C(=O)OC)O)OC(=O)C)CC)OC)C(=O)OC.C(C(C(=O)O)O)(C(=O)O)O. Cell line: UACC62. Drug 1: CC(C1=C(C=CC(=C1Cl)F)Cl)OC2=C(N=CC(=C2)C3=CN(N=C3)C4CCNCC4)N. Synergy scores: CSS=54.8, Synergy_ZIP=8.60, Synergy_Bliss=9.53, Synergy_Loewe=3.89, Synergy_HSA=10.8. (4) Drug 1: C(CCl)NC(=O)N(CCCl)N=O. Cell line: SF-295. Drug 2: CC12CCC3C(C1CCC2OP(=O)(O)O)CCC4=C3C=CC(=C4)OC(=O)N(CCCl)CCCl.[Na+]. Synergy scores: CSS=42.7, Synergy_ZIP=-5.50, Synergy_Bliss=-5.84, Synergy_Loewe=-8.03, Synergy_HSA=-4.86. (5) Drug 1: C1=CC(=CC=C1CC(C(=O)O)N)N(CCCl)CCCl.Cl. Drug 2: CN1C(=O)N2C=NC(=C2N=N1)C(=O)N. Cell line: HCT116. Synergy scores: CSS=11.8, Synergy_ZIP=-3.68, Synergy_Bliss=4.45, Synergy_Loewe=-10.7, Synergy_HSA=3.03. (6) Drug 1: CCC(=C(C1=CC=CC=C1)C2=CC=C(C=C2)OCCN(C)C)C3=CC=CC=C3.C(C(=O)O)C(CC(=O)O)(C(=O)O)O. Drug 2: CCC1(CC2CC(C3=C(CCN(C2)C1)C4=CC=CC=C4N3)(C5=C(C=C6C(=C5)C78CCN9C7C(C=CC9)(C(C(C8N6C)(C(=O)OC)O)OC(=O)C)CC)OC)C(=O)OC)O.OS(=O)(=O)O. Cell line: SW-620. Synergy scores: CSS=30.1, Synergy_ZIP=8.98, Synergy_Bliss=10.9, Synergy_Loewe=10.2, Synergy_HSA=9.14. (7) Drug 1: CCC1=CC2CC(C3=C(CN(C2)C1)C4=CC=CC=C4N3)(C5=C(C=C6C(=C5)C78CCN9C7C(C=CC9)(C(C(C8N6C)(C(=O)OC)O)OC(=O)C)CC)OC)C(=O)OC.C(C(C(=O)O)O)(C(=O)O)O. Drug 2: CC1=C(C=C(C=C1)C(=O)NC2=CC(=CC(=C2)C(F)(F)F)N3C=C(N=C3)C)NC4=NC=CC(=N4)C5=CN=CC=C5. Cell line: TK-10. Synergy scores: CSS=12.5, Synergy_ZIP=-0.310, Synergy_Bliss=2.78, Synergy_Loewe=-1.41, Synergy_HSA=2.72.